This data is from Forward reaction prediction with 1.9M reactions from USPTO patents (1976-2016). The task is: Predict the product of the given reaction. Given the reactants Cl[C:2]1[CH:7]=[N:6][CH:5]=[C:4]([Cl:8])[N:3]=1.[CH3:9][N:10]1[CH2:16][CH2:15][CH2:14][NH:13][CH2:12][CH2:11]1.O, predict the reaction product. The product is: [Cl:8][C:4]1[N:3]=[C:2]([N:13]2[CH2:14][CH2:15][CH2:16][N:10]([CH3:9])[CH2:11][CH2:12]2)[CH:7]=[N:6][CH:5]=1.